From a dataset of Peptide-MHC class I binding affinity with 185,985 pairs from IEDB/IMGT. Regression. Given a peptide amino acid sequence and an MHC pseudo amino acid sequence, predict their binding affinity value. This is MHC class I binding data. (1) The peptide sequence is LRARGETYGRL. The MHC is HLA-B27:05 with pseudo-sequence HLA-B27:05. The binding affinity (normalized) is 0.455. (2) The peptide sequence is GRKTPLLCF. The MHC is HLA-A30:01 with pseudo-sequence HLA-A30:01. The binding affinity (normalized) is 0.0847. (3) The peptide sequence is AIIRILQQL. The MHC is HLA-B15:01 with pseudo-sequence HLA-B15:01. The binding affinity (normalized) is 0.377. (4) The MHC is HLA-A02:19 with pseudo-sequence HLA-A02:19. The peptide sequence is KLYDSVYLT. The binding affinity (normalized) is 0.495. (5) The peptide sequence is IVNTTYDFLA. The MHC is HLA-A02:02 with pseudo-sequence HLA-A02:02. The binding affinity (normalized) is 0.341. (6) The peptide sequence is RRRWQQLLALA. The MHC is Mamu-A01 with pseudo-sequence Mamu-A01. The binding affinity (normalized) is 0.0168. (7) The peptide sequence is RKVKSYNYM. The MHC is HLA-B15:03 with pseudo-sequence HLA-B15:03. The binding affinity (normalized) is 0.912. (8) The peptide sequence is ISTPPLVRLVF. The MHC is Mamu-B17 with pseudo-sequence Mamu-B17. The binding affinity (normalized) is 0. (9) The peptide sequence is EYHLLYQKT. The MHC is HLA-A29:02 with pseudo-sequence HLA-A29:02. The binding affinity (normalized) is 0.217.